Dataset: NCI-60 drug combinations with 297,098 pairs across 59 cell lines. Task: Regression. Given two drug SMILES strings and cell line genomic features, predict the synergy score measuring deviation from expected non-interaction effect. (1) Drug 1: CC12CCC3C(C1CCC2=O)CC(=C)C4=CC(=O)C=CC34C. Drug 2: CCC1(C2=C(COC1=O)C(=O)N3CC4=CC5=C(C=CC(=C5CN(C)C)O)N=C4C3=C2)O.Cl. Cell line: UACC-257. Synergy scores: CSS=27.9, Synergy_ZIP=-9.84, Synergy_Bliss=-4.85, Synergy_Loewe=-8.67, Synergy_HSA=-3.85. (2) Drug 1: CS(=O)(=O)CCNCC1=CC=C(O1)C2=CC3=C(C=C2)N=CN=C3NC4=CC(=C(C=C4)OCC5=CC(=CC=C5)F)Cl. Drug 2: CC(C)NC(=O)C1=CC=C(C=C1)CNNC.Cl. Cell line: HCT-15. Synergy scores: CSS=-6.91, Synergy_ZIP=-0.123, Synergy_Bliss=-12.8, Synergy_Loewe=-14.9, Synergy_HSA=-14.4. (3) Drug 1: C(CCl)NC(=O)N(CCCl)N=O. Drug 2: CC1CCCC2(C(O2)CC(NC(=O)CC(C(C(=O)C(C1O)C)(C)C)O)C(=CC3=CSC(=N3)C)C)C. Cell line: SW-620. Synergy scores: CSS=54.9, Synergy_ZIP=0.481, Synergy_Bliss=-1.31, Synergy_Loewe=-0.516, Synergy_HSA=1.52. (4) Drug 1: CN(C)C1=NC(=NC(=N1)N(C)C)N(C)C. Drug 2: C1=NC2=C(N=C(N=C2N1C3C(C(C(O3)CO)O)O)F)N. Cell line: MDA-MB-231. Synergy scores: CSS=-5.13, Synergy_ZIP=-1.45, Synergy_Bliss=-8.24, Synergy_Loewe=-21.0, Synergy_HSA=-11.7. (5) Synergy scores: CSS=4.48, Synergy_ZIP=-3.88, Synergy_Bliss=-1.28, Synergy_Loewe=1.25, Synergy_HSA=1.26. Drug 1: C1CC(=O)NC(=O)C1N2CC3=C(C2=O)C=CC=C3N. Cell line: PC-3. Drug 2: CN(C(=O)NC(C=O)C(C(C(CO)O)O)O)N=O. (6) Drug 1: COC1=NC(=NC2=C1N=CN2C3C(C(C(O3)CO)O)O)N. Drug 2: CN(C(=O)NC(C=O)C(C(C(CO)O)O)O)N=O. Cell line: PC-3. Synergy scores: CSS=-4.43, Synergy_ZIP=2.52, Synergy_Bliss=3.76, Synergy_Loewe=0.544, Synergy_HSA=-0.549.